From a dataset of Peptide-MHC class II binding affinity with 134,281 pairs from IEDB. Regression. Given a peptide amino acid sequence and an MHC pseudo amino acid sequence, predict their binding affinity value. This is MHC class II binding data. (1) The binding affinity (normalized) is 0.389. The MHC is DRB1_0802 with pseudo-sequence DRB1_0802. The peptide sequence is YDKFLANVSLVLTGK. (2) The peptide sequence is YFRNEQSIPPLIKKY. The MHC is HLA-DQA10301-DQB10302 with pseudo-sequence HLA-DQA10301-DQB10302. The binding affinity (normalized) is 0.153. (3) The peptide sequence is EKKYFQATQFEPLAA. The MHC is DRB1_0101 with pseudo-sequence DRB1_0101. The binding affinity (normalized) is 0.652. (4) The peptide sequence is FSNVYLFAKDKSGPL. The MHC is DRB1_0802 with pseudo-sequence DRB1_0802. The binding affinity (normalized) is 0.272. (5) The peptide sequence is LRLSSLMPCQAPRKS. The MHC is HLA-DQA10201-DQB10303 with pseudo-sequence HLA-DQA10201-DQB10303. The binding affinity (normalized) is 0.511. (6) The peptide sequence is RTKYTATISGLKPGV. The MHC is DRB1_0901 with pseudo-sequence DRB1_0901. The binding affinity (normalized) is 0.549. (7) The MHC is HLA-DQA10501-DQB10402 with pseudo-sequence HLA-DQA10501-DQB10402. The peptide sequence is CKRTYSDRGWGNGCG. The binding affinity (normalized) is 0. (8) The peptide sequence is YDKFLANVSTVLTGF. The MHC is DRB3_0202 with pseudo-sequence DRB3_0202. The binding affinity (normalized) is 1.00.